This data is from Reaction yield outcomes from USPTO patents with 853,638 reactions. The task is: Predict the reaction yield, written as a fraction of the theoretical maximum amount of product (1.0 means a 100% yield; for example, 0.34 means a 34% yield). (1) The reactants are F[B-](F)(F)F.[CH3:22][O:21][C:18]1[CH:19]=[CH:20][C:15]([I+][C:15]2[CH:20]=[CH:19][C:18]([O:21][CH3:22])=[CH:17][CH:16]=2)=[CH:16][CH:17]=1.[Cl:23][C:24]1[CH:25]=[C:26]([CH:31]=[C:32]([Cl:35])[C:33]=1[OH:34])[C:27]([O:29][CH3:30])=[O:28].CCN(CC)CC. The catalyst is C(Cl)Cl.[Cu]. The product is [Cl:23][C:24]1[CH:25]=[C:26]([CH:31]=[C:32]([Cl:35])[C:33]=1[O:34][C:15]1[CH:16]=[CH:17][C:18]([O:21][CH3:22])=[CH:19][CH:20]=1)[C:27]([O:29][CH3:30])=[O:28]. The yield is 0.550. (2) The reactants are CBr.C1(P(C2C=CC=CC=2)C2C=CC=CC=2)C=CC=CC=1.[Li][CH2:23][CH2:24][CH2:25][CH3:26].O1C2C=CC=CC=2[C:29]([C:36](=O)[CH2:37][O:38][C:39]2[CH:44]=[CH:43][CH:42]=[CH:41][C:40]=2[C:45]2[N:46]=[CH:47][N:48](C(C3C=CC=CC=3)(C3C=CC=CC=3)C3C=CC=CC=3)[CH:49]=2)=C1.[CH2:70]([O:72][CH2:73][CH3:74])[CH3:71]. The catalyst is O.C(O)(=O)C.CO. The product is [O:72]1[C:73]2[CH:23]=[CH:24][CH:25]=[CH:26][C:74]=2[C:71]([C:36](=[CH2:29])[CH2:37][O:38][C:39]2[CH:44]=[CH:43][CH:42]=[CH:41][C:40]=2[C:45]2[N:46]=[CH:47][NH:48][CH:49]=2)=[CH:70]1. The yield is 0.440. (3) The reactants are [C:1]([C:3]([C:10]([O:12][CH2:13][CH3:14])=[O:11])=[CH:4]C1OCCO1)#[N:2].Cl.[NH2:16][NH2:17].[C:18]([O-:21])(=O)[CH3:19].[Na+].C([OH:25])C. No catalyst specified. The product is [NH2:2][C:1]1[C:3]([C:10]([O:12][CH2:13][CH3:14])=[O:11])=[C:4]([O:25][CH2:19][CH2:18][OH:21])[NH:17][N:16]=1. The yield is 0.860. (4) The reactants are FC(F)(F)C(O)=O.O.C(OC([N:16]1[CH2:19][CH2:18][C@H:17]1[CH2:20][O:21][C:22]1[CH:23]=[C:24]([C:28]2[CH:29]=[C:30]([CH2:34][C@@H:35]([OH:43])[CH2:36][C:37]3[CH:42]=[CH:41][CH:40]=[CH:39][CH:38]=3)[CH:31]=[CH:32][CH:33]=2)[CH:25]=[N:26][CH:27]=1)=O)(C)(C)C. The catalyst is C(Cl)Cl. The product is [NH:16]1[CH2:19][CH2:18][C@H:17]1[CH2:20][O:21][C:22]1[CH:23]=[C:24]([C:28]2[CH:29]=[C:30]([CH2:34][C@@H:35]([OH:43])[CH2:36][C:37]3[CH:42]=[CH:41][CH:40]=[CH:39][CH:38]=3)[CH:31]=[CH:32][CH:33]=2)[CH:25]=[N:26][CH:27]=1. The yield is 0.520. (5) The reactants are [Cl:1][C:2]1[C:3]([CH:24](OCC)[O:25]CC)=[N:4][C:5]([C:17]2[CH:22]=[CH:21][C:20]([Cl:23])=[CH:19][CH:18]=2)=[C:6]([F:16])[C:7]=1[N:8]=C1C=CC(=O)C=C1.S(=O)(=O)(O)O.C(#N)C.O. The catalyst is C(Cl)Cl. The product is [NH2:8][C:7]1[C:6]([F:16])=[C:5]([C:17]2[CH:18]=[CH:19][C:20]([Cl:23])=[CH:21][CH:22]=2)[N:4]=[C:3]([CH:24]=[O:25])[C:2]=1[Cl:1]. The yield is 0.680. (6) The reactants are [NH2:1][CH2:2][CH2:3][O:4][C:5]1[CH:10]=[CH:9][C:8]([C:11]2[CH:12]=[C:13]3[C:18](=[CH:19][CH:20]=2)[N:17]=[C:16]([C:21]2[CH:22]=[N:23][CH:24]=[CH:25][CH:26]=2)[N:15]=[C:14]3[NH:27][CH3:28])=[CH:7][CH:6]=1.C(N(CC)CC)C.[C:36](OC(=O)C)(=[O:38])[CH3:37].O. The catalyst is C(Cl)Cl. The product is [CH3:28][NH:27][C:14]1[C:13]2[C:18](=[CH:19][CH:20]=[C:11]([C:8]3[CH:7]=[CH:6][C:5]([O:4][CH2:3][CH2:2][NH:1][C:36](=[O:38])[CH3:37])=[CH:10][CH:9]=3)[CH:12]=2)[N:17]=[C:16]([C:21]2[CH:22]=[N:23][CH:24]=[CH:25][CH:26]=2)[N:15]=1. The yield is 0.510. (7) The reactants are [NH2:1][C:2]1[CH:30]=[CH:29][C:5]([O:6][C:7]2[N:12]=[CH:11][N:10]=[C:9]([NH:13][C:14]([N:16]3[CH2:21][CH2:20][N:19]([CH:22]4[CH2:27][CH2:26][N:25]([CH3:28])[CH2:24][CH2:23]4)[CH2:18][CH2:17]3)=[O:15])[CH:8]=2)=[C:4]([F:31])[CH:3]=1.[C@]12(CS(O)(=O)=O)C(C)(C)C(CC1)CC2=O.[C:47]1([CH2:53][C:54]([N:56]=[C:57]=[S:58])=[O:55])[CH:52]=[CH:51][CH:50]=[CH:49][CH:48]=1.C(OCC)C. The catalyst is C(O)C.C1(C)C=CC=CC=1.CCCCCC. The product is [F:31][C:4]1[CH:3]=[C:2]([NH:1][C:57]([NH:56][C:54](=[O:55])[CH2:53][C:47]2[CH:48]=[CH:49][CH:50]=[CH:51][CH:52]=2)=[S:58])[CH:30]=[CH:29][C:5]=1[O:6][C:7]1[N:12]=[CH:11][N:10]=[C:9]([NH:13][C:14]([N:16]2[CH2:21][CH2:20][N:19]([CH:22]3[CH2:23][CH2:24][N:25]([CH3:28])[CH2:26][CH2:27]3)[CH2:18][CH2:17]2)=[O:15])[CH:8]=1. The yield is 0.156. (8) The reactants are [C:1]1([C:20]2[CH:25]=[CH:24][CH:23]=[CH:22][CH:21]=2)[CH:6]=[CH:5][C:4]([CH2:7][C@H:8]([CH2:12][C:13]([O:15][C:16]([CH3:19])([CH3:18])[CH3:17])=[O:14])[C:9](O)=[O:10])=[CH:3][CH:2]=1.Cl.[CH3:27][O:28][C:29](=[O:33])[CH2:30][CH2:31][NH2:32].CCN=C=NCCCN(C)C.Cl.ON1C2N=CC=CC=2N=N1.CCN(C(C)C)C(C)C. The catalyst is CN(C=O)C. The product is [C:1]1([C:20]2[CH:21]=[CH:22][CH:23]=[CH:24][CH:25]=2)[CH:2]=[CH:3][C:4]([CH2:7][C@@H:8]([C:9]([NH:32][CH2:31][CH2:30][C:29]([O:28][CH3:27])=[O:33])=[O:10])[CH2:12][C:13]([O:15][C:16]([CH3:19])([CH3:18])[CH3:17])=[O:14])=[CH:5][CH:6]=1. The yield is 0.910.